From a dataset of Full USPTO retrosynthesis dataset with 1.9M reactions from patents (1976-2016). Predict the reactants needed to synthesize the given product. (1) Given the product [OH:1][C:2]1[CH:35]=[CH:34][C:5]([CH2:6][NH:7][C:8]2[N:13]=[C:12]([O:14][CH2:15][C:16]([F:19])([F:18])[F:17])[N:11]=[C:10]([NH:20][C:21]3[CH:33]=[CH:32][C:24]([C:25]([OH:27])=[O:26])=[CH:23][CH:22]=3)[N:9]=2)=[CH:4][CH:3]=1, predict the reactants needed to synthesize it. The reactants are: [OH:1][C:2]1[CH:35]=[CH:34][C:5]([CH2:6][NH:7][C:8]2[N:13]=[C:12]([O:14][CH2:15][C:16]([F:19])([F:18])[F:17])[N:11]=[C:10]([NH:20][C:21]3[CH:33]=[CH:32][C:24]([C:25]([O:27]C(C)(C)C)=[O:26])=[CH:23][CH:22]=3)[N:9]=2)=[CH:4][CH:3]=1. (2) Given the product [NH2:8][CH2:9][CH2:10][CH2:11][O:12][C:13]1[CH:14]=[C:15]([CH:32]=[CH:33][CH:34]=1)[O:16][C:17]1[CH:18]=[C:19]([CH3:31])[C:20]2[CH:24]([CH2:25][C:26]([OH:28])=[O:27])[O:23][B:22]([OH:29])[C:21]=2[CH:30]=1, predict the reactants needed to synthesize it. The reactants are: C(OC([NH:8][CH2:9][CH2:10][CH2:11][O:12][C:13]1[CH:14]=[C:15]([CH:32]=[CH:33][CH:34]=1)[O:16][C:17]1[CH:18]=[C:19]([CH3:31])[C:20]2[CH:24]([CH2:25][C:26]([OH:28])=[O:27])[O:23][B:22]([OH:29])[C:21]=2[CH:30]=1)=O)(C)(C)C. (3) Given the product [F:33][C:27]1[C:28]([F:32])=[CH:29][CH:30]=[CH:31][C:26]=1[C@H:23]1[CH2:22][N:21]2[C:34]([CH2:37][CH2:38][OH:39])=[CH:35][N:36]=[C:20]2[C@H:19]([NH:18][C:16](=[O:17])[O:15][C:11]([CH3:13])([CH3:12])[CH3:14])[CH2:25][CH2:24]1, predict the reactants needed to synthesize it. The reactants are: [H-].C([Al+]CC(C)C)C(C)C.[C:11]([O:15][C:16]([NH:18][C@@H:19]1[CH2:25][CH2:24][C@@H:23]([C:26]2[CH:31]=[CH:30][CH:29]=[C:28]([F:32])[C:27]=2[F:33])[CH2:22][N:21]2[C:34]([CH2:37][C:38](OC)=[O:39])=[CH:35][N:36]=[C:20]12)=[O:17])([CH3:14])([CH3:13])[CH3:12].C(C(C(C([O-])=O)O)O)([O-])=O.[Na+].[K+]. (4) Given the product [CH2:25]([O:24][C:20](=[O:27])[CH:10]([CH3:11])[C:9]([C:6]1[CH:7]=[CH:8][C:3]([O:2][CH3:1])=[C:4]([CH3:13])[CH:5]=1)=[O:12])[CH3:26], predict the reactants needed to synthesize it. The reactants are: [CH3:1][O:2][C:3]1[CH:8]=[CH:7][C:6]([C:9](=[O:12])[CH2:10][CH3:11])=[CH:5][C:4]=1[CH3:13].CC(C)([O-])C.[K+].[C:20](=[O:27])([O:24][CH2:25][CH3:26])OCC.Cl. (5) Given the product [CH:25]1([C:23]2[C:22]([CH3:28])=[CH:21][C:20]([CH3:29])=[C:19]([C:18]3[C:17](=[O:30])[NH:16][C:8]4([CH2:9][CH2:10][N:11]([O:14][CH3:15])[CH2:12][CH2:13]4)[C:6]=3[OH:7])[CH:24]=2)[CH2:27][CH2:26]1, predict the reactants needed to synthesize it. The reactants are: C[O-].[Na+].CO[C:6]([C:8]1([NH:16][C:17](=[O:30])[CH2:18][C:19]2[CH:24]=[C:23]([CH:25]3[CH2:27][CH2:26]3)[C:22]([CH3:28])=[CH:21][C:20]=2[CH3:29])[CH2:13][CH2:12][N:11]([O:14][CH3:15])[CH2:10][CH2:9]1)=[O:7]. (6) Given the product [C:28]1([C:19]2[CH:20]=[CH:21][CH:22]=[CH:23][CH:24]=2)[CH:29]=[CH:30][C:31]([C:6]([N:8]2[CH2:12][C:11](=[N:13][O:14][CH3:15])[CH2:10][C@H:9]2[C:16]([NH:34][CH2:35][CH2:36][C@@H:37]([OH:38])[C:39]2[CH:44]=[CH:43][CH:42]=[CH:41][CH:40]=2)=[O:18])=[O:7])=[CH:32][CH:33]=1, predict the reactants needed to synthesize it. The reactants are: C(O[C:6]([N:8]1[CH2:12][C:11](=[N:13][O:14][CH3:15])[CH2:10][C@H:9]1[C:16]([OH:18])=O)=[O:7])(C)(C)C.[C:19]1([C:28]2[CH:33]=[CH:32][CH:31]=[CH:30][CH:29]=2)[CH:24]=[CH:23][C:22](C(Cl)=O)=[CH:21][CH:20]=1.[NH2:34][CH2:35][CH2:36][C@H:37]([C:39]1[CH:44]=[CH:43][CH:42]=[CH:41][CH:40]=1)[OH:38]. (7) Given the product [CH3:10][CH:8]1[CH2:7][C:6]([C:11]2[CH:16]=[CH:15][C:14]([C:17]3[C:26]([C:27]4[CH:32]=[CH:31][CH:30]=[CH:29][CH:28]=4)=[CH:25][C:24]4[C:23]5=[N:33][N:34]=[C:35]([C:36]6[N:41]=[CH:40][CH:39]=[CH:38][N:37]=6)[N:22]5[CH:21]=[CH:20][C:19]=4[N:18]=3)=[CH:13][CH:12]=2)([NH2:5])[CH2:9]1, predict the reactants needed to synthesize it. The reactants are: FC(F)(F)C([NH:5][C:6]1([C:11]2[CH:16]=[CH:15][C:14]([C:17]3[C:26]([C:27]4[CH:32]=[CH:31][CH:30]=[CH:29][CH:28]=4)=[CH:25][C:24]4[C:23]5=[N:33][N:34]=[C:35]([C:36]6[N:41]=[CH:40][CH:39]=[CH:38][N:37]=6)[N:22]5[CH:21]=[CH:20][C:19]=4[N:18]=3)=[CH:13][CH:12]=2)[CH2:9][CH:8]([CH3:10])[CH2:7]1)=O.[OH-].[Na+]. (8) Given the product [CH2:6]([NH:13][CH2:14][CH:15]([CH2:16][OH:17])[CH:20]([C:22]1[CH:27]=[CH:26][C:25]([Cl:28])=[C:24]([Cl:29])[CH:23]=1)[OH:21])[C:7]1[CH:12]=[CH:11][CH:10]=[CH:9][CH:8]=1, predict the reactants needed to synthesize it. The reactants are: [Cl-].[Ca+2].[Cl-].[BH4-].[Na+].[CH2:6]([NH:13][CH2:14][CH:15]([CH:20]([C:22]1[CH:27]=[CH:26][C:25]([Cl:28])=[C:24]([Cl:29])[CH:23]=1)[OH:21])[C:16](OC)=[O:17])[C:7]1[CH:12]=[CH:11][CH:10]=[CH:9][CH:8]=1.Cl.[OH-].[Na+].